The task is: Predict which catalyst facilitates the given reaction.. This data is from Catalyst prediction with 721,799 reactions and 888 catalyst types from USPTO. (1) Reactant: [Br:1][C:2]1[CH:7]=[CH:6][C:5]2[O:8][CH2:9][O:10][C:4]=2[CH:3]=1.C([N-]C(C)C)(C)C.[Li+].[CH:19]1[C:28]2[CH:27]=[CH:26][CH:25]=[C:24]([CH:29]=[O:30])[C:23]=2[CH:22]=[CH:21][N:20]=1.CCOC(C)=O. Product: [Br:1][C:2]1[CH:7]=[CH:6][C:5]2[O:8][CH2:9][O:10][C:4]=2[C:3]=1[CH:29]([C:24]1[C:23]2[CH:22]=[CH:21][N:20]=[CH:19][C:28]=2[CH:27]=[CH:26][CH:25]=1)[OH:30]. The catalyst class is: 1. (2) The catalyst class is: 10. Reactant: [CH3:1][C:2]([Si:5]([CH3:28])([CH3:27])[O:6][CH2:7][C@@H:8]([O:10][C:11]1[CH:12]=[C:13]([CH:23]=[C:24]([OH:26])[CH:25]=1)[C:14]([NH:16][C:17]1[CH:21]=[CH:20][N:19]([CH3:22])[N:18]=1)=[O:15])[CH3:9])([CH3:4])[CH3:3].Cl[C:30]1[CH:39]=[CH:38][C:33]([C:34]([O:36][CH3:37])=[O:35])=[CH:32][N:31]=1.C(=O)([O-])[O-].[Cs+].[Cs+]. Product: [CH3:1][C:2]([Si:5]([CH3:28])([CH3:27])[O:6][CH2:7][C@@H:8]([O:10][C:11]1[CH:25]=[C:24]([O:26][C:30]2[N:31]=[CH:32][C:33]([C:34]([O:36][CH3:37])=[O:35])=[CH:38][CH:39]=2)[CH:23]=[C:13]([C:14]([NH:16][C:17]2[CH:21]=[CH:20][N:19]([CH3:22])[N:18]=2)=[O:15])[CH:12]=1)[CH3:9])([CH3:3])[CH3:4]. (3) Reactant: [Cl:1][C:2]1[CH:24]=[C:23]([N+:25]([O-:27])=[O:26])[CH:22]=[CH:21][C:3]=1[O:4][C:5]1[CH:6]=[C:7]([CH:18]=[CH:19][CH:20]=1)[C:8]([NH:10][C:11]([CH3:17])([C:13]([O:15]C)=[O:14])[CH3:12])=[O:9].C(O)(C)C.[OH-].[Na+].Cl. The catalyst class is: 7. Product: [Cl:1][C:2]1[CH:24]=[C:23]([N+:25]([O-:27])=[O:26])[CH:22]=[CH:21][C:3]=1[O:4][C:5]1[CH:6]=[C:7]([CH:18]=[CH:19][CH:20]=1)[C:8]([NH:10][C:11]([CH3:12])([C:13]([OH:15])=[O:14])[CH3:17])=[O:9]. (4) Reactant: [CH:1]([C:4]1[C:5](=[O:12])[CH:6]=[CH:7][C:8](=[N:10]O)[CH:9]=1)([CH3:3])[CH3:2]. Product: [NH2:10][C:8]1[CH:7]=[CH:6][C:5]([OH:12])=[C:4]([CH:1]([CH3:3])[CH3:2])[CH:9]=1. The catalyst class is: 5. (5) Reactant: [OH:1][C:2]1[CH:9]=[CH:8][C:5]([CH2:6][OH:7])=[CH:4][CH:3]=1.C(=O)([O-])[O-].[K+].[K+].[CH2:16](Br)[C:17]1[CH:22]=[CH:21][CH:20]=[CH:19][CH:18]=1. Product: [CH2:16]([O:1][C:2]1[CH:9]=[CH:8][C:5]([CH2:6][OH:7])=[CH:4][CH:3]=1)[C:17]1[CH:22]=[CH:21][CH:20]=[CH:19][CH:18]=1. The catalyst class is: 3.